From a dataset of HIV replication inhibition screening data with 41,000+ compounds from the AIDS Antiviral Screen. Binary Classification. Given a drug SMILES string, predict its activity (active/inactive) in a high-throughput screening assay against a specified biological target. The drug is C=CCSCCOCn1cc(C)c(=O)[nH]c1=O. The result is 0 (inactive).